Dataset: Forward reaction prediction with 1.9M reactions from USPTO patents (1976-2016). Task: Predict the product of the given reaction. (1) The product is: [C:9]([NH:1][C:2]1[CH:7]=[CH:6][C:5]([OH:8])=[CH:4][CH:3]=1)(=[O:13])[CH2:10][CH2:11][CH3:12]. Given the reactants [NH2:1][C:2]1[CH:7]=[CH:6][C:5]([OH:8])=[CH:4][CH:3]=1.[C:9](O)(=[O:13])[CH2:10][CH2:11][CH3:12].C1CCC(N=C=NC2CCCCC2)CC1, predict the reaction product. (2) Given the reactants FC(F)(F)S(O[C:7]1[CH:8]=[N:9][C:10]([Cl:23])=[CH:11][C:12]=1[C:13]1[NH:14][C:15]2[C:20]([CH:21]=1)=[C:19]([F:22])[CH:18]=[CH:17][CH:16]=2)(=O)=O.[Li+].[Cl-].[CH2:28]([Sn](CCCC)(CCCC)C=C)[CH2:29]CC, predict the reaction product. The product is: [Cl:23][C:10]1[CH:11]=[C:12]([C:13]2[NH:14][C:15]3[C:20]([CH:21]=2)=[C:19]([F:22])[CH:18]=[CH:17][CH:16]=3)[C:7]([CH:28]=[CH2:29])=[CH:8][N:9]=1. (3) Given the reactants [O:1]=[C:2]1[CH2:6][CH2:5][CH:4]([C:7]([OH:9])=[O:8])[CH2:3]1.[CH2:10]([OH:13])[CH2:11]O.C(OCC)(OCC)O[CH2:16][CH3:17].O.C1(C)C=CC(S(O)(=O)=O)=CC=1, predict the reaction product. The product is: [O:1]1[C:2]2([CH2:6][CH2:5][CH:4]([C:7]([O:9][CH2:16][CH3:17])=[O:8])[CH2:3]2)[O:13][CH2:10][CH2:11]1. (4) Given the reactants [NH2:1][C@H:2]1[CH2:7][CH2:6][CH2:5][CH2:4][C@H:3]1[NH:8][C:9]1[CH:10]=[C:11]([NH:17][C:18]2[CH:19]=[N:20][C:21]3[C:26]([CH:27]=2)=[CH:25][CH:24]=[CH:23][CH:22]=3)[C:12]([C:15]#[N:16])=[N:13][CH:14]=1.[OH-].[Na+].OO.CC(O)=[O:34], predict the reaction product. The product is: [NH2:1][C@H:2]1[CH2:7][CH2:6][CH2:5][CH2:4][C@H:3]1[NH:8][C:9]1[CH:10]=[C:11]([NH:17][C:18]2[CH:19]=[N:20][C:21]3[C:26]([CH:27]=2)=[CH:25][CH:24]=[CH:23][CH:22]=3)[C:12]([C:15]([NH2:16])=[O:34])=[N:13][CH:14]=1. (5) Given the reactants [Cl:1][CH2:2][CH2:3][N:4]1[CH2:9][CH2:8][O:7][CH2:6][CH2:5]1.[CH2:10]([NH2:17])[C:11]1[CH:16]=[CH:15][CH:14]=[CH:13][CH:12]=1, predict the reaction product. The product is: [ClH:1].[CH2:10]([NH:17][CH2:2][CH2:3][N:4]1[CH2:9][CH2:8][O:7][CH2:6][CH2:5]1)[C:11]1[CH:16]=[CH:15][CH:14]=[CH:13][CH:12]=1. (6) Given the reactants [F:1][C:2]([F:15])([F:14])[S:3]([O:6]S(C(F)(F)F)(=O)=O)(=[O:5])=[O:4].[CH3:16][C:17]1[N:22]=[CH:21][C:20](O)=[CH:19][CH:18]=1.C(N(CC)CC)C.O, predict the reaction product. The product is: [F:1][C:2]([F:15])([F:14])[S:3]([O:6][C:20]1[CH:21]=[N:22][C:17]([CH3:16])=[CH:18][CH:19]=1)(=[O:5])=[O:4]. (7) Given the reactants [CH2:1]([OH:5])[CH2:2][CH2:3][OH:4].C(N(CC)CC)C.[C:13](Cl)(=[O:16])[CH:14]=[CH2:15], predict the reaction product. The product is: [C:13]([O:4][CH2:3][CH2:2][CH2:1][OH:5])(=[O:16])[CH:14]=[CH2:15]. (8) Given the reactants [F:1][C:2]1[CH:40]=[CH:39][C:5]([CH2:6][NH:7][CH2:8][C:9]2[CH:10]=[C:11]3[C:15](=[CH:16][C:17]=2[NH2:18])[N:14]([C:19]([C:32]2[CH:37]=[CH:36][CH:35]=[CH:34][CH:33]=2)([C:26]2[CH:31]=[CH:30][CH:29]=[CH:28][CH:27]=2)[C:20]2[CH:25]=[CH:24][CH:23]=[CH:22][CH:21]=2)[N:13]=[C:12]3[Br:38])=[CH:4][CH:3]=1.CCN(CC)CC.C1N=CN([C:53](N2C=NC=C2)=[O:54])C=1, predict the reaction product. The product is: [F:1][C:2]1[CH:3]=[CH:4][C:5]([CH2:6][N:7]2[CH2:8][C:9]3[C:17](=[CH:16][C:15]4[N:14]([C:19]([C:20]5[CH:25]=[CH:24][CH:23]=[CH:22][CH:21]=5)([C:26]5[CH:31]=[CH:30][CH:29]=[CH:28][CH:27]=5)[C:32]5[CH:33]=[CH:34][CH:35]=[CH:36][CH:37]=5)[N:13]=[C:12]([Br:38])[C:11]=4[CH:10]=3)[NH:18][C:53]2=[O:54])=[CH:39][CH:40]=1. (9) Given the reactants [CH3:1][C:2]1[CH:7]=[C:6]([N:8]2[CH2:12][CH2:11][C@H:10]([N:13]3[CH2:17][CH2:16][CH2:15][C@@H:14]3[CH3:18])[CH2:9]2)[CH:5]=[CH:4][C:3]=1[NH2:19].[CH3:20][O:21][C:22]([C:24]1([CH2:30][CH:31]=O)[CH2:29][CH2:28][O:27][CH2:26][CH2:25]1)=[O:23].C(O)(=O)C.[BH-](OC(C)=O)(OC(C)=O)OC(C)=O.[Na+].N.CO, predict the reaction product. The product is: [NH3:8].[CH3:20][OH:21].[CH3:20][O:21][C:22]([C:24]1([CH2:30][CH2:31][NH:19][C:3]2[CH:4]=[CH:5][C:6]([N:8]3[CH2:12][CH2:11][C@H:10]([N:13]4[CH2:17][CH2:16][CH2:15][C@@H:14]4[CH3:18])[CH2:9]3)=[CH:7][C:2]=2[CH3:1])[CH2:25][CH2:26][O:27][CH2:28][CH2:29]1)=[O:23]. (10) Given the reactants Cl.C(OC([NH:9][CH2:10][CH2:11][S:12][CH2:13][C:14]([O:16][CH2:17][CH3:18])=[O:15])=O)(C)(C)C, predict the reaction product. The product is: [NH2:9][CH2:10][CH2:11][S:12][CH2:13][C:14]([O:16][CH2:17][CH3:18])=[O:15].